This data is from Full USPTO retrosynthesis dataset with 1.9M reactions from patents (1976-2016). The task is: Predict the reactants needed to synthesize the given product. (1) Given the product [CH3:19][C:3]1[CH:4]=[C:5]([C:8]2[N:12]([CH:13]3[CH2:18][CH2:17][CH2:16][CH2:15][O:14]3)[CH:11]=[N:10][N:9]=2)[CH:6]=[CH:7][C:2]=1[B:20]1[O:24][C:23]([CH3:26])([CH3:25])[C:22]([CH3:28])([CH3:27])[O:21]1, predict the reactants needed to synthesize it. The reactants are: Br[C:2]1[CH:7]=[CH:6][C:5]([C:8]2[N:12]([CH:13]3[CH2:18][CH2:17][CH2:16][CH2:15][O:14]3)[CH:11]=[N:10][N:9]=2)=[CH:4][C:3]=1[CH3:19].[B:20]1([B:20]2[O:24][C:23]([CH3:26])([CH3:25])[C:22]([CH3:28])([CH3:27])[O:21]2)[O:24][C:23]([CH3:26])([CH3:25])[C:22]([CH3:28])([CH3:27])[O:21]1.ClCCl.C([O-])(=O)C.[K+]. (2) Given the product [Br:1][C:2]1[CH:3]=[C:4]2[C:9](=[CH:10][CH:11]=1)[N:8]([CH2:12][CH2:13][N:14]([CH2:15][CH3:16])[C:24](=[O:25])[O:26][C:27]([CH3:30])([CH3:29])[CH3:28])[CH2:7][CH2:6][CH2:5]2, predict the reactants needed to synthesize it. The reactants are: [Br:1][C:2]1[CH:3]=[C:4]2[C:9](=[CH:10][CH:11]=1)[N:8]([CH2:12][CH2:13][NH:14][CH2:15][CH3:16])[CH2:7][CH2:6][CH2:5]2.C(N(CC)CC)C.[C:24](O[C:24]([O:26][C:27]([CH3:30])([CH3:29])[CH3:28])=[O:25])([O:26][C:27]([CH3:30])([CH3:29])[CH3:28])=[O:25]. (3) Given the product [CH2:1]([O:6][C:7]1[C:8]([C:12]2[CH2:13][N:14]([CH3:18])[CH2:15][CH2:16][CH:17]=2)=[N:9][NH:10][CH:11]=1)[CH2:2][CH2:3][CH2:4][CH3:5], predict the reactants needed to synthesize it. The reactants are: [CH2:1]([O:6][C:7]1[C:8]([C:12]2[CH:13]=[N:14][CH:15]=[CH:16][CH:17]=2)=[N:9][NH:10][CH:11]=1)[CH2:2][CH2:3][CH2:4][CH3:5].[CH3:18]SC1C(C2C=NC=CC=2)=NNC=1. (4) The reactants are: [CH3:1][O:2][C:3](=[O:12])[C:4]1[CH:9]=[C:8](C)[CH:7]=[CH:6][C:5]=1[OH:11].Br[CH2:14][CH2:15][Cl:16].[C:17](=O)([O-])[O-:18].[K+].[K+]. Given the product [CH3:1][O:2][C:3](=[O:12])[C:4]1[CH:9]=[CH:8][C:7]([O:18][CH3:17])=[CH:6][C:5]=1[O:11][CH2:14][CH2:15][Cl:16], predict the reactants needed to synthesize it.